This data is from Forward reaction prediction with 1.9M reactions from USPTO patents (1976-2016). The task is: Predict the product of the given reaction. (1) Given the reactants [OH:1][C@H:2]1[C@@H:11]([O:12][CH2:13][CH2:14][O:15][CH3:16])[C:10]2[CH:9]=[CH:8][N:7]3[C:17]([CH3:21])=[C:18]([CH3:20])[N:19]=[C:6]3[C:5]=2[NH:4][C@@H:3]1[C:22]1[CH:27]=[CH:26][CH:25]=[CH:24][CH:23]=1.[C:28]([O-])(=[O:30])[CH3:29].[Na+].C(OC(=O)C)(=O)C.[OH-].[Na+], predict the reaction product. The product is: [C:28]([O:1][C@H:2]1[C@@H:11]([O:12][CH2:13][CH2:14][O:15][CH3:16])[C:10]2[CH:9]=[CH:8][N:7]3[C:17]([CH3:21])=[C:18]([CH3:20])[N:19]=[C:6]3[C:5]=2[NH:4][C@@H:3]1[C:22]1[CH:23]=[CH:24][CH:25]=[CH:26][CH:27]=1)(=[O:30])[CH3:29]. (2) Given the reactants [Br:1][C:2]1[CH:10]=[CH:9][C:5]([C:6]([OH:8])=[O:7])=[C:4]([CH3:11])[CH:3]=1.C(OC(O[C:15]([CH3:18])([CH3:17])[CH3:16])=O)(O[C:15]([CH3:18])([CH3:17])[CH3:16])=O.O.C(=O)([O-])[O-].[K+].[K+], predict the reaction product. The product is: [Br:1][C:2]1[CH:10]=[CH:9][C:5]([C:6]([O:8][C:15]([CH3:18])([CH3:17])[CH3:16])=[O:7])=[C:4]([CH3:11])[CH:3]=1. (3) Given the reactants C(O[C:6]([C:8]1[C:9]([OH:23])=[C:10]2[CH:22]=[CH:21][S:20][C:11]2=[C:12]([C:14]#[C:15][Si](C)(C)C)[N:13]=1)=[O:7])CCC.C[O-].[Na+].CO.[NH2:29][CH2:30][C:31]([OH:33])=[O:32], predict the reaction product. The product is: [C:14]([C:12]1[N:13]=[C:8]([C:6]([NH:29][CH2:30][C:31]([OH:33])=[O:32])=[O:7])[C:9]([OH:23])=[C:10]2[CH:22]=[CH:21][S:20][C:11]=12)#[CH:15]. (4) The product is: [N:2]1[CH:7]=[CH:6][C:5]([O:8][C:9]2[CH:14]=[CH:13][C:12]([SH:24])=[CH:11][CH:10]=2)=[CH:4][CH:3]=1. Given the reactants Cl.[N:2]1[CH:7]=[CH:6][C:5]([O:8][C:9]2[CH:14]=[CH:13][C:12](N)=[CH:11][CH:10]=2)=[CH:4][CH:3]=1.N([O-])=O.[Na+].C(OC([S-])=[S:24])C.[K+].[OH-].[K+], predict the reaction product.